Dataset: Forward reaction prediction with 1.9M reactions from USPTO patents (1976-2016). Task: Predict the product of the given reaction. (1) Given the reactants Cl[C:2]1[C:11]2[C:6](=[CH:7][CH:8]=[CH:9][CH:10]=2)[N:5]=[CH:4][C:3]=1[N:12]=[CH:13][N:14](C)C.Cl.[CH3:18][O:19]N, predict the reaction product. The product is: [CH3:18][O:19][N:14]1[C:2]2[C:11]3[CH:10]=[CH:9][CH:8]=[CH:7][C:6]=3[N:5]=[CH:4][C:3]=2[N:12]=[CH:13]1. (2) Given the reactants [C:1]([C:3]1[CH:4]=[C:5]([C:14]2[S:15][C:16]([C:20]([O:22]CC)=[O:21])=[C:17]([CH3:19])[N:18]=2)[CH:6]=[CH:7][C:8]=1[O:9][CH2:10][CH:11]([CH3:13])[CH3:12])#[N:2].[OH-:25].[Na+].Cl, predict the reaction product. The product is: [C:1]([C:3]1[CH:4]=[C:5]([C:14]2[S:15][C:16]([C:20]([OH:22])=[O:21])=[C:17]([CH3:19])[N:18]=2)[CH:6]=[CH:7][C:8]=1[O:9][CH2:10][CH:11]([CH3:13])[CH3:12])(=[O:25])[NH2:2].